This data is from Forward reaction prediction with 1.9M reactions from USPTO patents (1976-2016). The task is: Predict the product of the given reaction. (1) Given the reactants [F:1][CH:2]([F:20])[C:3]1[CH:10]=[C:9]([O:11][CH2:12][C@H:13]2[CH2:17][O:16][C:15]([CH3:19])([CH3:18])[O:14]2)[CH:8]=[CH:7][C:4]=1[CH:5]=O.[NH2:21][C:22]1[C:30]([NH2:31])=[CH:29][CH:28]=[CH:27][C:23]=1[C:24]([OH:26])=[O:25].S(S([O-])=O)([O-])(=O)=O.[Na+].[Na+], predict the reaction product. The product is: [F:1][CH:2]([F:20])[C:3]1[CH:10]=[C:9]([O:11][CH2:12][C@H:13]2[CH2:17][O:16][C:15]([CH3:19])([CH3:18])[O:14]2)[CH:8]=[CH:7][C:4]=1[C:5]1[NH:31][C:30]2[CH:29]=[CH:28][CH:27]=[C:23]([C:24]([OH:26])=[O:25])[C:22]=2[N:21]=1. (2) Given the reactants CO[C:3](=[O:25])[CH2:4][CH2:5][C:6](=[O:24])[C:7]1[CH:12]=[CH:11][C:10]([C:13]2[CH:18]=[CH:17][C:16]([O:19][C:20]([F:23])([F:22])[F:21])=[CH:15][CH:14]=2)=[CH:9][CH:8]=1.[CH2:26]([NH2:29])[CH:27]=[CH2:28].[Cl-].[NH4+], predict the reaction product. The product is: [CH2:26]([NH:29][C:3](=[O:25])[CH2:4][CH2:5][C:6](=[O:24])[C:7]1[CH:8]=[CH:9][C:10]([C:13]2[CH:14]=[CH:15][C:16]([O:19][C:20]([F:22])([F:23])[F:21])=[CH:17][CH:18]=2)=[CH:11][CH:12]=1)[CH:27]=[CH2:28]. (3) Given the reactants C[O:2][C:3]1[CH:8]=[CH:7][C:6]([CH:9]=[CH:10][C:11]([C:13]2[CH:18]=[CH:17][CH:16]=[CH:15][CH:14]=2)=[O:12])=[CH:5][CH:4]=1.[C-]#N.[Na+].C(Cl)(Cl)Cl.O, predict the reaction product. The product is: [OH:2][C:3]1[CH:4]=[CH:5][C:6]([CH:9]=[CH:10][C:11]([C:13]2[CH:14]=[CH:15][CH:16]=[CH:17][CH:18]=2)=[O:12])=[CH:7][CH:8]=1. (4) The product is: [C:1]([O:4][C:5]1[CH:10]=[CH:9][C:8]([O:11][CH2:15][CH:16]2[O:17][CH2:18]2)=[C:7]([CH3:12])[C:6]=1[CH3:13])(=[O:3])[CH3:2]. Given the reactants [C:1]([O:4][C:5]1[CH:10]=[CH:9][C:8]([OH:11])=[C:7]([CH3:12])[C:6]=1[CH3:13])(=[O:3])[CH3:2].Cl[CH2:15][CH:16]1[CH2:18][O:17]1.C(=O)([O-])[O-].[K+].[K+], predict the reaction product. (5) Given the reactants [CH2:1]([O:3][C:4]1[CH:12]=[CH:11][CH:10]=[C:9]([CH2:13][CH2:14][CH2:15][CH2:16][CH2:17][CH2:18][CH2:19][CH2:20][CH2:21][CH2:22][CH2:23][CH2:24][CH2:25][CH2:26][CH3:27])[C:5]=1[C:6](Cl)=[O:7])[CH3:2].[NH2:28][C:29]1[CH:36]=[CH:35][C:32]([C:33]#[N:34])=[C:31]([C:37]([F:40])([F:39])[F:38])[CH:30]=1.C(N(CC)CC)C, predict the reaction product. The product is: [C:33]([C:32]1[CH:35]=[CH:36][C:29]([NH:28][C:6](=[O:7])[C:5]2[C:9]([CH2:13][CH2:14][CH2:15][CH2:16][CH2:17][CH2:18][CH2:19][CH2:20][CH2:21][CH2:22][CH2:23][CH2:24][CH2:25][CH2:26][CH3:27])=[CH:10][CH:11]=[CH:12][C:4]=2[O:3][CH2:1][CH3:2])=[CH:30][C:31]=1[C:37]([F:38])([F:39])[F:40])#[N:34]. (6) The product is: [Cl:25][C:26]1[CH:31]=[CH:30][C:29]([C@H:32]([N:34]2[CH:38]3[CH:37]([CH2:23][NH:10][C:9]4[CH:8]=[C:7]([C:6]5[C:2]([CH3:1])=[N:3][O:4][C:5]=5[CH3:16])[C:13]([O:14][CH3:15])=[CH:12][C:11]=43)[O:36][C:35]2=[O:39])[CH3:33])=[CH:28][CH:27]=1. Given the reactants [CH3:1][C:2]1[C:6]([C:7]2[CH:8]=[C:9]([CH:11]=[CH:12][C:13]=2[O:14][CH3:15])[NH2:10])=[C:5]([CH3:16])[O:4][N:3]=1.[O-]S([O-])(=O)=O.[Mg+2].[CH2:23]=O.[Cl:25][C:26]1[CH:31]=[CH:30][C:29]([C@H:32]([N:34]2[CH:38]=[CH:37][O:36][C:35]2=[O:39])[CH3:33])=[CH:28][CH:27]=1, predict the reaction product. (7) Given the reactants B(Br)(Br)Br.[Br:5][C:6]1[CH:7]=[C:8]2[C:13](=C(OC)[CH:15]=1)[N:12]=[CH:11][NH:10][C:9]2=[O:18].CCN(C(C)C)C(C)C.[C:28]([O:35][C:36]([O:38][C:39]([CH3:42])([CH3:41])[CH3:40])=[O:37])(OC(C)(C)C)=O, predict the reaction product. The product is: [C:36](=[O:37])([O:38][C:39]([CH3:40])([CH3:41])[CH3:42])[O:35][C:28]1[CH:15]=[C:6]([Br:5])[CH:7]=[C:8]2[C:13]=1[N:12]=[CH:11][NH:10][C:9]2=[O:18]. (8) The product is: [C:30]([O:12][CH:10]1[CH2:9][N:8]([CH2:7][C:6]2[C:2]([CH3:1])=[N:3][N:4]([C:13]3[CH:18]=[CH:17][N:16]=[C:15]([NH:19][C:20]4[CH:21]=[C:22]5[C:26](=[CH:27][CH:28]=4)[N:25]([CH3:29])[N:24]=[CH:23]5)[N:14]=3)[CH:5]=2)[CH2:11]1)(=[O:35])[C:31]([CH3:34])([CH3:33])[CH3:32]. Given the reactants [CH3:1][C:2]1[C:6]([CH2:7][N:8]2[CH2:11][CH:10]([OH:12])[CH2:9]2)=[CH:5][N:4]([C:13]2[CH:18]=[CH:17][N:16]=[C:15]([NH:19][C:20]3[CH:21]=[C:22]4[C:26](=[CH:27][CH:28]=3)[N:25]([CH3:29])[N:24]=[CH:23]4)[N:14]=2)[N:3]=1.[C:30](O[C:30](=[O:35])[C:31]([CH3:34])([CH3:33])[CH3:32])(=[O:35])[C:31]([CH3:34])([CH3:33])[CH3:32], predict the reaction product. (9) Given the reactants [NH2:1][CH:2]([C:5]1[CH:10]=[CH:9][CH:8]=[C:7]([F:11])[C:6]=1[CH3:12])[CH2:3][OH:4].C([O-])(=O)C.[Na+].[N:18]#[C:19]Br, predict the reaction product. The product is: [F:11][C:7]1[C:6]([CH3:12])=[C:5]([CH:2]2[CH2:3][O:4][C:19]([NH2:18])=[N:1]2)[CH:10]=[CH:9][CH:8]=1.